This data is from Catalyst prediction with 721,799 reactions and 888 catalyst types from USPTO. The task is: Predict which catalyst facilitates the given reaction. (1) Reactant: Br.Br[CH2:3][C:4]1[CH:9]=[CH:8][CH:7]=[CH:6][N:5]=1.[OH:10][C:11]1[CH:16]=[CH:15][C:14]([CH2:17][CH2:18][CH:19]([CH2:24][CH2:25][CH2:26][C:27]2[CH:32]=[CH:31][CH:30]=[CH:29][CH:28]=2)[C:20]([O:22][CH3:23])=[O:21])=[CH:13][CH:12]=1.C([O-])([O-])=O.[Cs+].[Cs+].Cl. Product: [N:5]1[CH:6]=[CH:7][CH:8]=[CH:9][C:4]=1[CH2:3][O:10][C:11]1[CH:12]=[CH:13][C:14]([CH2:17][CH2:18][CH:19]([CH2:24][CH2:25][CH2:26][C:27]2[CH:28]=[CH:29][CH:30]=[CH:31][CH:32]=2)[C:20]([O:22][CH3:23])=[O:21])=[CH:15][CH:16]=1. The catalyst class is: 18. (2) Reactant: [F:1][C:2]([F:18])([F:17])[C:3]1[CH:8]=[CH:7][C:6]([NH:9][C:10](=[O:16])[CH2:11][C:12](=[O:15])[CH2:13][CH3:14])=[CH:5][CH:4]=1.C1C=CC(P(C2C(C3C(P(C4C=CC=CC=4)C4C=CC=CC=4)=CC=C4C=3C=CC=C4)=C3C(C=CC=C3)=CC=2)C2C=CC=CC=2)=CC=1.[H][H]. Product: [F:1][C:2]([F:17])([F:18])[C:3]1[CH:8]=[CH:7][C:6]([NH:9][C:10](=[O:16])[CH2:11][C@@H:12]([OH:15])[CH2:13][CH3:14])=[CH:5][CH:4]=1. The catalyst class is: 24. (3) Reactant: S(S([O-])=O)([O-])=O.[Na+].[Na+].[CH2:9]([O:16][C:17]1[CH:22]=[C:21]([N+:23]([O-])=O)[CH:20]=[CH:19][C:18]=1[O:26][CH3:27])[C:10]1[CH:15]=[CH:14][CH:13]=[CH:12][CH:11]=1.N. Product: [CH2:9]([O:16][C:17]1[CH:22]=[C:21]([NH2:23])[CH:20]=[CH:19][C:18]=1[O:26][CH3:27])[C:10]1[CH:11]=[CH:12][CH:13]=[CH:14][CH:15]=1. The catalyst class is: 5.